From a dataset of Catalyst prediction with 721,799 reactions and 888 catalyst types from USPTO. Predict which catalyst facilitates the given reaction. (1) Reactant: [OH:1][CH2:2][C@@H:3]([C@@H:5]([C@@H:7]([CH2:9][CH2:10][CH2:11][CH2:12][CH2:13][CH2:14][CH2:15][CH2:16][CH2:17][CH2:18][CH2:19][CH2:20][CH2:21][CH3:22])[OH:8])[OH:6])[NH2:4].C(N(CC)CC)C.[C:30](O[C:30]([O:32][C:33]([CH3:36])([CH3:35])[CH3:34])=[O:31])([O:32][C:33]([CH3:36])([CH3:35])[CH3:34])=[O:31]. Product: [C:33]([O:32][C:30]([NH:4][C@H:3]([C@@H:5]([C@@H:7]([CH2:9][CH2:10][CH2:11][CH2:12][CH2:13][CH2:14][CH2:15][CH2:16][CH2:17][CH2:18][CH2:19][CH2:20][CH2:21][CH3:22])[OH:8])[OH:6])[CH2:2][OH:1])=[O:31])([CH3:36])([CH3:35])[CH3:34]. The catalyst class is: 1. (2) Reactant: O1[CH2:6][CH2:5][O:4][CH2:3]C1.CC(C)([O-])C.[K+].[Br:13][C:14]1C=C[C:17]([S:20]([CH:23]([CH3:25])[CH3:24])(=[O:22])=[O:21])=[CH:16][C:15]=1F. Product: [Br:13][C:14]1[CH:15]=[CH:16][C:17]([S:20]([CH:23]([CH3:25])[CH3:24])(=[O:21])=[O:22])=[CH:6][C:5]=1[O:4][CH3:3]. The catalyst class is: 5. (3) Reactant: N1C2C(=CC=CC=2C(OC)=O)C=C1.[CH3:29][C:24]1([CH3:30])[C:25]([CH3:28])([CH3:27])[O:26][B:22]([B:22]2[O:26][C:25]([CH3:28])([CH3:27])[C:24]([CH3:30])([CH3:29])[O:23]2)[O:23]1.C1C=CC(P(C2C=CC=CC=2)C2C=CC=CC=2)=CC=1.C([O-])([O-])=O.[K+].[K+].FC(F)(F)S(O[C:63]1[CH2:69][O:68][CH2:67][CH2:66][N:65]([C:70]([O:72][C:73]([CH3:76])([CH3:75])[CH3:74])=[O:71])[CH:64]=1)(=O)=O. Product: [CH3:28][C:25]1([CH3:27])[C:24]([CH3:29])([CH3:30])[O:23][B:22]([C:63]2[CH2:69][O:68][CH2:67][CH2:66][N:65]([C:70]([O:72][C:73]([CH3:76])([CH3:75])[CH3:74])=[O:71])[CH:64]=2)[O:26]1. The catalyst class is: 184. (4) Reactant: [CH3:1][C:2]1[N:3]=[C:4]2[C:9]([O:10][CH2:11][CH2:12][CH:13]([C:18]([F:21])([F:20])[F:19])[C:14]([F:17])([F:16])[F:15])=[CH:8][C:7]([CH3:22])=[CH:6][N:5]2[C:23]=1[C:24](O)=[O:25].CN(C(ON1N=NC2C=CC=NC1=2)=[N+](C)C)C.F[P-](F)(F)(F)(F)F.C(N(CC)C(C)C)(C)C.Cl.[NH2:61][CH:62]([CH2:67][CH2:68][CH2:69][C:70]([F:73])([F:72])[F:71])[C:63]([CH3:66])([OH:65])[CH3:64]. Product: [CH3:1][C:2]1[N:3]=[C:4]2[C:9]([O:10][CH2:11][CH2:12][CH:13]([C:14]([F:17])([F:15])[F:16])[C:18]([F:19])([F:20])[F:21])=[CH:8][C:7]([CH3:22])=[CH:6][N:5]2[C:23]=1[C:24]([NH:61][CH:62]([CH2:67][CH2:68][CH2:69][C:70]([F:71])([F:72])[F:73])[C:63]([OH:65])([CH3:64])[CH3:66])=[O:25]. The catalyst class is: 18. (5) Reactant: C(Cl)(=O)C(Cl)=O.[CH3:7][N:8]([CH2:10][C:11]1[CH:19]=[CH:18][C:14]([C:15]([OH:17])=O)=[CH:13][CH:12]=1)[CH3:9].[NH2:20][C:21]1[N:25](C(OC(C)(C)C)=O)[N:24]=[C:23]([CH2:33][CH2:34][C:35]2[CH:40]=[C:39]([O:41][CH3:42])[CH:38]=[C:37]([O:43][CH3:44])[CH:36]=2)[CH:22]=1.N1C=CC=CC=1.C(O)(C(F)(F)F)=O. Product: [CH3:42][O:41][C:39]1[CH:40]=[C:35]([CH2:34][CH2:33][C:23]2[NH:24][N:25]=[C:21]([NH:20][C:15](=[O:17])[C:14]3[CH:13]=[CH:12][C:11]([CH2:10][N:8]([CH3:7])[CH3:9])=[CH:19][CH:18]=3)[CH:22]=2)[CH:36]=[C:37]([O:43][CH3:44])[CH:38]=1. The catalyst class is: 59. (6) Reactant: [CH2:1]([O:8][C:9]1[C:17]2[N:16]=[C:15]([C:18]([F:21])([F:20])[F:19])[NH:14][C:13]=2[CH:12]=[C:11]([Br:22])[CH:10]=1)[C:2]1[CH:7]=[CH:6][CH:5]=[CH:4][CH:3]=1.[C:23](=O)([O-])[O-].[K+].[K+].CI. Product: [CH2:1]([O:8][C:9]1[C:17]2[N:16]=[C:15]([C:18]([F:21])([F:19])[F:20])[N:14]([CH3:23])[C:13]=2[CH:12]=[C:11]([Br:22])[CH:10]=1)[C:2]1[CH:3]=[CH:4][CH:5]=[CH:6][CH:7]=1. The catalyst class is: 21. (7) Reactant: CC([O-])(C)C.[K+].[Br:7][C:8]1[CH:13]=[CH:12][C:11]([O:14][CH2:15][CH2:16]Br)=[CH:10][CH:9]=1. Product: [Br:7][C:8]1[CH:13]=[CH:12][C:11]([O:14][CH:15]=[CH2:16])=[CH:10][CH:9]=1. The catalyst class is: 1.